This data is from Forward reaction prediction with 1.9M reactions from USPTO patents (1976-2016). The task is: Predict the product of the given reaction. (1) Given the reactants C([O:8][C:9]1[CH:14]=[CH:13][CH:12]=[CH:11][C:10]=1[C:15]1[N:16]([CH2:28][CH2:29][C:30]2[CH:35]=[CH:34][CH:33]=[CH:32][CH:31]=2)[C:17](=[O:27])[C:18]2[C:24]([O:25][CH3:26])=[N:23][CH:22]=[CH:21][C:19]=2[N:20]=1)C1C=CC=CC=1, predict the reaction product. The product is: [OH:8][C:9]1[CH:14]=[CH:13][CH:12]=[CH:11][C:10]=1[C:15]1[N:16]([CH2:28][CH2:29][C:30]2[CH:35]=[CH:34][CH:33]=[CH:32][CH:31]=2)[C:17](=[O:27])[C:18]2[C:24]([O:25][CH3:26])=[N:23][CH:22]=[CH:21][C:19]=2[N:20]=1. (2) Given the reactants Cl[C:2]([O:4][C:5]1[CH:10]=[CH:9][C:8]([N+:11]([O-:13])=[O:12])=[CH:7][CH:6]=1)=[O:3].[CH:14]1([C@H:17]([NH2:39])[C:18]([N:20]2[CH2:24][C:23]([C:25]3[CH:30]=[C:29]([F:31])[CH:28]=[CH:27][C:26]=3[F:32])=[CH:22][C@H:21]2[C:33]2[CH:38]=[CH:37][CH:36]=[CH:35][CH:34]=2)=[O:19])[CH2:16][CH2:15]1.C(N(CC)C(C)C)(C)C, predict the reaction product. The product is: [CH:14]1([C@H:17]([NH:39][C:2](=[O:3])[O:4][C:5]2[CH:10]=[CH:9][C:8]([N+:11]([O-:13])=[O:12])=[CH:7][CH:6]=2)[C:18]([N:20]2[CH2:24][C:23]([C:25]3[CH:30]=[C:29]([F:31])[CH:28]=[CH:27][C:26]=3[F:32])=[CH:22][C@H:21]2[C:33]2[CH:34]=[CH:35][CH:36]=[CH:37][CH:38]=2)=[O:19])[CH2:16][CH2:15]1. (3) The product is: [ClH:29].[ClH:29].[CH3:1][N:2]1[C:6]([NH:7][C:8](=[O:22])[C@@H:9]([NH:17][CH2:18][C:19]([OH:21])=[O:20])[CH2:10][C:11]2[CH:12]=[CH:13][CH:14]=[CH:15][CH:16]=2)=[CH:5][C:4]([C:23]2[CH:24]=[CH:25][N:26]=[CH:27][CH:28]=2)=[N:3]1. Given the reactants [CH3:1][N:2]1[C:6]([NH:7][C:8](=[O:22])[C@@H:9]([NH:17][CH2:18][C:19]([OH:21])=[O:20])[CH2:10][C:11]2[CH:16]=[CH:15][CH:14]=[CH:13][CH:12]=2)=[CH:5][C:4]([C:23]2[CH:28]=[CH:27][N:26]=[CH:25][CH:24]=2)=[N:3]1.[ClH:29], predict the reaction product. (4) Given the reactants C([O:3][C:4](=[O:19])[C:5]1[CH:10]=[C:9]([CH:11]([S:13][CH3:14])[CH3:12])[CH:8]=[N:7][C:6]=1[C:15]([F:18])([F:17])[F:16])C.[OH-].[Li+].Cl, predict the reaction product. The product is: [CH3:14][S:13][CH:11]([C:9]1[CH:8]=[N:7][C:6]([C:15]([F:18])([F:17])[F:16])=[C:5]([CH:10]=1)[C:4]([OH:19])=[O:3])[CH3:12]. (5) Given the reactants [C:1]1([NH:7][C:8]2[CH:17]=[CH:16][C:15]3[C:10](=CC=CC=3)[CH:9]=2)[CH:6]=[CH:5][CH:4]=C[CH:2]=1.[CH3:18]C(C)=O, predict the reaction product. The product is: [CH3:18][C:1]1([CH3:2])[CH:6]=[C:5]([CH3:4])[C:9]2[C:8](=[CH:17][CH:16]=[CH:15][CH:10]=2)[NH:7]1. (6) Given the reactants [Br:1][C:2]1[CH:7]=[CH:6][CH:5]=[CH:4][C:3]=1[OH:8].Br[CH2:10][C@@H:11]([CH3:14])[CH2:12][Cl:13], predict the reaction product. The product is: [Cl:13][CH2:12][C@H:11]([CH3:14])[CH2:10][O:8][C:3]1[CH:4]=[CH:5][CH:6]=[CH:7][C:2]=1[Br:1]. (7) Given the reactants [C:1]([O:5][C:6]([NH:8][CH2:9][C:10]([OH:12])=O)=[O:7])([CH3:4])([CH3:3])[CH3:2].C(N(C(C)C)C(C)C)C.O[N:23]1[C:27]2C=[CH:29][CH:30]=[CH:31][C:26]=2N=N1.N1CCCCC1.C(N=C=NCCCN(C)C)C, predict the reaction product. The product is: [C:1]([O:5][C:6](=[O:7])[NH:8][CH2:9][C:10](=[O:12])[N:23]1[CH2:29][CH2:30][CH2:31][CH2:26][CH2:27]1)([CH3:2])([CH3:3])[CH3:4].